This data is from Forward reaction prediction with 1.9M reactions from USPTO patents (1976-2016). The task is: Predict the product of the given reaction. (1) Given the reactants FC(F)(F)S([O:6][S:7]([C:10]([F:13])([F:12])[F:11])(=[O:9])=[O:8])(=O)=O.[CH2:16]([N:18]1[C:22]2=[N:23][C:24]([C:33]([F:36])([F:35])[F:34])=[C:25]([C:28]([O:30][CH2:31][CH3:32])=[O:29])[C:26](O)=[C:21]2[CH:20]=[N:19]1)[CH3:17].C(OCC)(=O)CC(OCC)=O.C(N(CC)CC)C, predict the reaction product. The product is: [CH2:16]([N:18]1[C:22]2=[N:23][C:24]([C:33]([F:36])([F:34])[F:35])=[C:25]([C:28]([O:30][CH2:31][CH3:32])=[O:29])[C:26]([O:6][S:7]([C:10]([F:11])([F:12])[F:13])(=[O:8])=[O:9])=[C:21]2[CH:20]=[N:19]1)[CH3:17]. (2) The product is: [CH3:3][O:9][C:10]1[C:18]2[C:13](=[CH:14][CH:15]=[C:16]([N+:19]([O-:21])=[O:20])[CH:17]=2)[N:12]([C:22]([O:24][CH2:25][CH3:26])=[O:23])[N:11]=1. Given the reactants IC.[C:3](=O)([O-])[O-].[Cs+].[Cs+].[OH:9][C:10]1[C:18]2[C:13](=[CH:14][CH:15]=[C:16]([N+:19]([O-:21])=[O:20])[CH:17]=2)[N:12]([C:22]([O:24][CH2:25][CH3:26])=[O:23])[N:11]=1, predict the reaction product. (3) Given the reactants [F:1][C:2]([F:13])([F:12])[C:3]1[N:8]=[CH:7][C:6]([C:9](O)=[O:10])=[CH:5][N:4]=1.CN1CCOCC1.C(OC(Cl)=O)C(C)C.[BH4-].[Na+].[Na].C(C(C(C([O-])=O)O)O)([O-])=O.[K+].[K+], predict the reaction product. The product is: [F:13][C:2]([F:1])([F:12])[C:3]1[N:4]=[CH:5][C:6]([CH2:9][OH:10])=[CH:7][N:8]=1. (4) Given the reactants C([O:8][C:9]1[CH:10]=[CH:11][C:12]([S:20]([CH2:23][CH2:24][C:25]2[CH:30]=[CH:29][C:28]([CH3:31])=[CH:27][CH:26]=2)(=[O:22])=[O:21])=[C:13]2[C:18]=1[NH:17][C:16](=O)[CH:15]=[CH:14]2)C1C=CC=CC=1.[BrH:32], predict the reaction product. The product is: [BrH:32].[C:28]1([CH3:31])[CH:27]=[CH:26][C:25]([CH2:24][CH2:23][S:20]([C:12]2[CH:11]=[CH:10][C:9]([OH:8])=[C:18]3[C:13]=2[CH:14]=[CH:15][CH:16]=[N:17]3)(=[O:22])=[O:21])=[CH:30][CH:29]=1.[BrH:32].